Dataset: NCI-60 drug combinations with 297,098 pairs across 59 cell lines. Task: Regression. Given two drug SMILES strings and cell line genomic features, predict the synergy score measuring deviation from expected non-interaction effect. Cell line: ACHN. Drug 1: CC1=C2C(C(=O)C3(C(CC4C(C3C(C(C2(C)C)(CC1OC(=O)C(C(C5=CC=CC=C5)NC(=O)OC(C)(C)C)O)O)OC(=O)C6=CC=CC=C6)(CO4)OC(=O)C)O)C)O. Drug 2: CC1=C(C(=CC=C1)Cl)NC(=O)C2=CN=C(S2)NC3=CC(=NC(=N3)C)N4CCN(CC4)CCO. Synergy scores: CSS=2.55, Synergy_ZIP=-1.28, Synergy_Bliss=1.39, Synergy_Loewe=-1.29, Synergy_HSA=0.997.